Dataset: Catalyst prediction with 721,799 reactions and 888 catalyst types from USPTO. Task: Predict which catalyst facilitates the given reaction. (1) Reactant: [F:1][C@@H:2]1[CH2:6][CH2:5][N:4]([C:7]([NH:9][C:10]2[S:11][C:12]([CH2:15][OH:16])=[CH:13][N:14]=2)=[O:8])[CH2:3]1.C(=O)([O-])[O-].[Cs+].[Cs+].C1CCCCC1C(OCC)=O.[Cl:34][C:35]1[CH:40]=[C:39](I)[CH:38]=[C:37]([Cl:42])[CH:36]=1.[OH-].[NH4+]. Product: [Cl:34][C:35]1[CH:40]=[C:39]([N:14]2[CH:13]=[C:12]([CH2:15][OH:16])[S:11]/[C:10]/2=[N:9]\[C:7]([N:4]2[CH2:5][CH2:6][C@@H:2]([F:1])[CH2:3]2)=[O:8])[CH:38]=[C:37]([Cl:42])[CH:36]=1. The catalyst class is: 846. (2) Reactant: Br.Br[CH:3]([C:5]1[O:6][C:7](=[O:22])[C:8]2[C:13]([C:14]=1[C:15]1[CH:16]=[N:17][C:18]([CH3:21])=[CH:19][CH:20]=1)=[CH:12][CH:11]=[CH:10][CH:9]=2)[CH3:4].[NH:23]1[C:27]2=[N:28][CH:29]=[N:30][C:31]([NH2:32])=[C:26]2[CH:25]=[N:24]1.C([O-])([O-])=O.[K+].[K+]. Product: [NH2:32][C:31]1[N:30]=[CH:29][N:28]=[C:27]2[N:23]([CH:3]([C:5]3[O:6][C:7](=[O:22])[C:8]4[C:13]([C:14]=3[C:15]3[CH:16]=[N:17][C:18]([CH3:21])=[CH:19][CH:20]=3)=[CH:12][CH:11]=[CH:10][CH:9]=4)[CH3:4])[N:24]=[CH:25][C:26]=12. The catalyst class is: 3. (3) Reactant: FC1C=C(CC(N[C@H](C(O)=O)CO)=O)C=C(F)C=1.CN1CCOCC1.CCN=C=NCCCN(C)C.Cl.[F:38][C:39]1[CH:40]=[C:41]([CH2:46][C:47]([NH:49][C@@H:50]([CH2:74][OH:75])[C:51]([NH:53][C@H:54]2[C:60](=[O:61])[NH:59][C:58]3[CH:62]=[CH:63][CH:64]=[CH:65][C:57]=3[S:56][C@H:55]2[C:66]2[CH:71]=[C:70]([F:72])[CH:69]=[CH:68][C:67]=2[F:73])=[O:52])=[O:48])[CH:42]=[C:43]([F:45])[CH:44]=1. Product: [F:38][C:39]1[CH:40]=[C:41]([CH2:46][C:47]([NH:49][C@@H:50]([CH2:74][OH:75])[C:51]([NH:53][C@@H:54]2[C:60](=[O:61])[NH:59][C:58]3[CH:62]=[CH:63][CH:64]=[CH:65][C:57]=3[S:56][C@@H:55]2[C:66]2[CH:71]=[C:70]([F:72])[CH:69]=[CH:68][C:67]=2[F:73])=[O:52])=[O:48])[CH:42]=[C:43]([F:45])[CH:44]=1. The catalyst class is: 4.